From a dataset of hERG Central: cardiac toxicity at 1µM, 10µM, and general inhibition. Predict hERG channel inhibition at various concentrations. (1) The drug is O=C(NC1CC2CCCC(C1)N2Cc1ccccc1)c1ccc([N+](=O)[O-])cc1. Results: hERG_inhib (hERG inhibition (general)): blocker. (2) The drug is N#CC(C#N)=C1C=CC=CN1/C(=C\c1ccco1)C(=O)c1ccccc1. Results: hERG_inhib (hERG inhibition (general)): blocker. (3) The compound is COc1cc(Cl)c(C)cc1NC(=O)CN1CCN(C(=O)C2CC2)CC1. Results: hERG_inhib (hERG inhibition (general)): blocker. (4) Results: hERG_inhib (hERG inhibition (general)): blocker. The drug is CC(C)(C)OC(=O)N1CCC[C@H]1c1nnc(SCc2c(Cl)cccc2Cl)o1. (5) Results: hERG_inhib (hERG inhibition (general)): blocker. The molecule is Cc1ccc(CS(=O)Cc2ccc(C(=O)N3CCN(c4ccc(F)cc4)CC3)o2)cc1. (6) The compound is N#Cc1cccc(NC(=O)CSc2nnc(C3CC3)n2C2CC2)c1. Results: hERG_inhib (hERG inhibition (general)): blocker. (7) The compound is CC(C)OP(=O)(OC(C)C)/C(C=O)=N\Nc1ccc([N+](=O)[O-])cc1. Results: hERG_inhib (hERG inhibition (general)): blocker. (8) The drug is COC(=O)CCCC(=O)N(C)CC1CCCN(CCc2ccccc2C)C1. Results: hERG_inhib (hERG inhibition (general)): blocker. (9) The compound is Cc1ccc(-n2c(SCC(N)=O)nnc2-c2ccc(S(=O)(=O)N3CCCCC3)cc2)c(C)c1. Results: hERG_inhib (hERG inhibition (general)): blocker.